From a dataset of Peptide-MHC class I binding affinity with 185,985 pairs from IEDB/IMGT. Regression. Given a peptide amino acid sequence and an MHC pseudo amino acid sequence, predict their binding affinity value. This is MHC class I binding data. (1) The binding affinity (normalized) is 0. The peptide sequence is KCDELAAKL. The MHC is Patr-B0101 with pseudo-sequence Patr-B0101. (2) The peptide sequence is QRRTLDLLK. The MHC is H-2-Db with pseudo-sequence H-2-Db. The binding affinity (normalized) is 0. (3) The peptide sequence is YVYYNLFLL. The MHC is H-2-Kb with pseudo-sequence H-2-Kb. The binding affinity (normalized) is 0.547. (4) The peptide sequence is SRIFEELVWK. The MHC is HLA-A11:01 with pseudo-sequence HLA-A11:01. The binding affinity (normalized) is 0.486. (5) The binding affinity (normalized) is 0.0847. The MHC is HLA-B58:01 with pseudo-sequence HLA-B58:01. The peptide sequence is RYSNFAWYF. (6) The peptide sequence is ELRSRYWAI. The MHC is HLA-B15:17 with pseudo-sequence HLA-B15:17. The binding affinity (normalized) is 0.0847. (7) The peptide sequence is MPWLDNIVE. The MHC is HLA-A80:01 with pseudo-sequence HLA-A80:01. The binding affinity (normalized) is 0.0847.